Dataset: Catalyst prediction with 721,799 reactions and 888 catalyst types from USPTO. Task: Predict which catalyst facilitates the given reaction. (1) The catalyst class is: 5. Product: [OH:26][B:25]1[C:22]2[CH:23]=[CH:24][C:19]([O:18][C:12]3[N:11]=[C:10]([NH:9][CH2:8][CH2:7][OH:6])[CH:17]=[CH:16][C:13]=3[C:14]#[N:15])=[CH:20][C:21]=2[CH2:28][O:29]1. Reactant: C([Si](C)(C)[O:6][CH2:7][CH2:8][NH:9][C:10]1[CH:17]=[CH:16][C:13]([C:14]#[N:15])=[C:12]([O:18][C:19]2[CH:24]=[CH:23][C:22]([B:25]3[O:29][C:28](C)(C)C(C)(C)[O:26]3)=[C:21](C=O)[CH:20]=2)[N:11]=1)(C)(C)C.C([Si](C)(C)OCCNC1C=CC(C#N)=C(OC2C=CC=C(C=O)C=2)N=1)(C)(C)C.[BH4-].[Na+].Cl. (2) Reactant: S(=O)(=O)(O)N.Cl([O-])=[O:7].[Na+].[C:10]([C:13]1[N:18]=[C:17]([CH:19]=[O:20])[C:16]([O:21][CH2:22][C:23]2[CH:28]=[CH:27][CH:26]=[CH:25][CH:24]=2)=[C:15]([O:29][CH2:30][C:31]2[CH:36]=[CH:35][CH:34]=[CH:33][CH:32]=2)[CH:14]=1)(=[O:12])[CH3:11]. Product: [C:10]([C:13]1[N:18]=[C:17]([C:19]([OH:7])=[O:20])[C:16]([O:21][CH2:22][C:23]2[CH:28]=[CH:27][CH:26]=[CH:25][CH:24]=2)=[C:15]([O:29][CH2:30][C:31]2[CH:32]=[CH:33][CH:34]=[CH:35][CH:36]=2)[CH:14]=1)(=[O:12])[CH3:11]. The catalyst class is: 95. (3) Reactant: [CH3:1][C:2]1([CH3:38])[S:7](=[O:9])(=[O:8])[C@@H:6]2[CH2:10][CH2:11][S:12][C:13]3[CH:18]=[CH:17][C:16]([N+:19]([O-])=O)=[CH:15][C:14]=3[C@@:5]2([CH3:22])[N:4]=[C:3]1[N:23]([C:31]([O:33][C:34]([CH3:37])([CH3:36])[CH3:35])=[O:32])[C:24](=[O:30])[O:25][C:26]([CH3:29])([CH3:28])[CH3:27].CCOC(C)=O. Product: [NH2:19][C:16]1[CH:17]=[CH:18][C:13]2[S:12][CH2:11][CH2:10][C@H:6]3[S:7](=[O:8])(=[O:9])[C:2]([CH3:38])([CH3:1])[C:3]([N:23]([C:24]([O:25][C:26]([CH3:27])([CH3:28])[CH3:29])=[O:30])[C:31](=[O:32])[O:33][C:34]([CH3:35])([CH3:36])[CH3:37])=[N:4][C@:5]3([CH3:22])[C:14]=2[CH:15]=1. The catalyst class is: 43.